From a dataset of Full USPTO retrosynthesis dataset with 1.9M reactions from patents (1976-2016). Predict the reactants needed to synthesize the given product. (1) Given the product [C:8]([C:7]1[CH:6]=[CH:5][C:4]([CH2:14][CH2:15][C:16]2([CH:36]3[CH2:40][CH2:39][CH2:38][CH2:37]3)[O:21][C:20](=[O:22])[C:19]([CH2:23][C:24]3[N:34]=[C:27]4[N:28]=[C:29]([CH3:33])[CH:30]=[C:31]([CH3:32])[N:26]4[N:25]=3)=[C:18]([OH:35])[CH2:17]2)=[CH:3][C:2]=1[Cl:1])(=[O:9])[CH3:13], predict the reactants needed to synthesize it. The reactants are: [Cl:1][C:2]1[CH:3]=[C:4]([CH2:14][CH2:15][C:16]2([CH:36]3[CH2:40][CH2:39][CH2:38][CH2:37]3)[O:21][C:20](=[O:22])[C:19]([CH2:23][C:24]3[N:34]=[C:27]4[N:28]=[C:29]([CH3:33])[CH:30]=[C:31]([CH3:32])[N:26]4[N:25]=3)=[C:18]([OH:35])[CH2:17]2)[CH:5]=[CH:6][C:7]=1[C:8]1([CH3:13])OCC[O:9]1. (2) Given the product [OH:22][CH:21]1[CH2:20][CH2:19][S:18][C:17]1=[CH:16][C:3]1[CH:2]=[CH:7][C:6]([CH:8]([CH3:13])[C:9]([O:11][CH3:12])=[O:10])=[C:5]([O:14][CH3:15])[CH:4]=1, predict the reactants needed to synthesize it. The reactants are: Br[C:2]1[C:3]([CH:16]=[C:17]2[CH:21]([OH:22])[CH2:20][CH2:19][S:18]2)=[CH:4][C:5]([O:14][CH3:15])=[C:6]([CH:8]([CH3:13])[C:9]([O:11][CH3:12])=[O:10])[CH:7]=1.C([O-])=O.[NH4+].C(N(CC)CC)C. (3) The reactants are: [F:1][C:2]1[CH:10]=[CH:9][C:5]([C:6]([NH2:8])=[O:7])=[CH:4][C:3]=1[C:11]([F:14])([F:13])[F:12].C[O:16][C:17](=[O:23])[CH2:18][C:19]([CH2:21]Cl)=O. Given the product [F:1][C:2]1[CH:10]=[CH:9][C:5]([C:6]2[O:7][CH:21]=[C:19]([CH2:18][C:17]([OH:23])=[O:16])[N:8]=2)=[CH:4][C:3]=1[C:11]([F:12])([F:13])[F:14], predict the reactants needed to synthesize it. (4) Given the product [C:26]([C:4]1[C:5]([O:24][CH3:25])=[C:6](/[CH:8]=[CH:9]/[C:10]2[CH:15]=[CH:14][C:13]([NH:16][S:17]([CH3:20])(=[O:18])=[O:19])=[CH:12][C:11]=2[CH2:21][O:22][CH3:23])[CH:7]=[C:2]([C:37]2[C:32]([O:31][CH3:30])=[N:33][C:34]([O:41][CH3:42])=[CH:35][CH:36]=2)[CH:3]=1)([CH3:27])([CH3:28])[CH3:29], predict the reactants needed to synthesize it. The reactants are: Br[C:2]1[CH:3]=[C:4]([C:26]([CH3:29])([CH3:28])[CH3:27])[C:5]([O:24][CH3:25])=[C:6](/[CH:8]=[CH:9]/[C:10]2[CH:15]=[CH:14][C:13]([NH:16][S:17]([CH3:20])(=[O:19])=[O:18])=[CH:12][C:11]=2[CH2:21][O:22][CH3:23])[CH:7]=1.[CH3:30][O:31][C:32]1[C:37](B(O)O)=[CH:36][CH:35]=[C:34]([O:41][CH3:42])[N:33]=1.C([O-])([O-])=O.[Na+].[Na+].